This data is from Forward reaction prediction with 1.9M reactions from USPTO patents (1976-2016). The task is: Predict the product of the given reaction. (1) Given the reactants [OH:1][CH2:2][CH2:3][CH2:4][NH:5][C:6](=[O:28])[CH2:7][CH2:8]/[CH:9]=[CH:10]\[CH2:11]/[CH:12]=[CH:13]\[CH2:14]/[CH:15]=[CH:16]\[CH2:17]/[CH:18]=[CH:19]\[CH2:20]/[CH:21]=[CH:22]\[CH2:23]/[CH:24]=[CH:25]\[CH2:26][CH3:27].N1C=CC=CC=1.[Cl:35][C:36](Cl)([O:38]C(=O)OC(Cl)(Cl)Cl)Cl, predict the reaction product. The product is: [C:36]([Cl:35])(=[O:38])[O:1][CH2:2][CH2:3][CH2:4][NH:5][C:6](=[O:28])[CH2:7][CH2:8]/[CH:9]=[CH:10]\[CH2:11]/[CH:12]=[CH:13]\[CH2:14]/[CH:15]=[CH:16]\[CH2:17]/[CH:18]=[CH:19]\[CH2:20]/[CH:21]=[CH:22]\[CH2:23]/[CH:24]=[CH:25]\[CH2:26][CH3:27]. (2) Given the reactants C([OH:3])C.[OH-].[Na+].[ClH:6].Cl.[NH2:8][CH2:9][CH2:10][S:11]([C:14]1[CH:23]=[C:22]([C:24]2[CH:29]=[CH:28][C:27]([OH:30])=[CH:26][CH:25]=2)[CH:21]=[C:20]2[C:15]=1[CH:16]=[CH:17][N:18]=[CH:19]2)(=[O:13])=[O:12].C, predict the reaction product. The product is: [OH2:3].[ClH:6].[NH2:8][CH2:9][CH2:10][S:11]([C:14]1[CH:23]=[C:22]([C:24]2[CH:29]=[CH:28][C:27]([OH:30])=[CH:26][CH:25]=2)[CH:21]=[C:20]2[C:15]=1[CH:16]=[CH:17][N:18]=[CH:19]2)(=[O:12])=[O:13].[NH2:8][CH2:9][CH2:10][S:11]([C:14]1[CH:23]=[C:22]([C:24]2[CH:29]=[CH:28][C:27]([OH:30])=[CH:26][CH:25]=2)[CH:21]=[C:20]2[C:15]=1[CH:16]=[CH:17][N:18]=[CH:19]2)(=[O:12])=[O:13].[ClH:6]. (3) Given the reactants N#N.[C:3]([O:7][C:8]([NH:10][C@H:11]([CH2:15][C:16]1[CH:21]=[CH:20][C:19]([O:22][CH3:23])=[CH:18][CH:17]=1)[C:12](O)=O)=[O:9])([CH3:6])([CH3:5])[CH3:4].C(N1CCOCC1)C.CN(C(ON1N=NC2C=CC=CC1=2)=[N+](C)C)C.[B-](F)(F)(F)F.[CH3:54][O:55][C:56]1[CH:57]=[C:58]([NH2:63])[C:59]([NH2:62])=[CH:60][CH:61]=1, predict the reaction product. The product is: [CH3:54][O:55][C:56]1[CH:61]=[CH:60][C:59]2[NH:62][C:12]([C@H:11]([NH:10][C:8](=[O:9])[O:7][C:3]([CH3:6])([CH3:5])[CH3:4])[CH2:15][C:16]3[CH:21]=[CH:20][C:19]([O:22][CH3:23])=[CH:18][CH:17]=3)=[N:63][C:58]=2[CH:57]=1. (4) Given the reactants [Br:1][CH:2]([CH:5]=O)[CH:3]=O.[NH2:7][C:8]1[CH:12]=[CH:11][NH:10][N:9]=1, predict the reaction product. The product is: [Br:1][C:2]1[CH:5]=[N:7][C:8]2[N:9]([N:10]=[CH:11][CH:12]=2)[CH:3]=1. (5) Given the reactants [CH2:1]([CH:5]([C:11]([O:13]CC)=[O:12])[C:6]([O:8]CC)=O)[CH:2]([CH3:4])[CH3:3].[CH:16](/[S:24]([NH2:27])(=[O:26])=[O:25])=[CH:17]\[C:18]1[CH:23]=[CH:22][CH:21]=[CH:20][CH:19]=1, predict the reaction product. The product is: [CH3:4][CH:2]([CH3:3])[CH2:1][CH:5]([C:6]([NH:27][S:24](/[CH:16]=[CH:17]/[C:18]1[CH:23]=[CH:22][CH:21]=[CH:20][CH:19]=1)(=[O:25])=[O:26])=[O:8])[C:11]([OH:13])=[O:12]. (6) Given the reactants [CH3:1][O:2][C:3]1[CH:4]=[CH:5][C:6]2[NH:12][C:11](=[O:13])[N:10]([CH:14]3[CH2:19][CH2:18][NH:17][CH2:16][CH2:15]3)[CH2:9][CH2:8][C:7]=2[CH:20]=1.Cl[C:22]1[N:27]=[CH:26][N:25]=[C:24]([C:28]([C:30]2[CH:40]=[C:39]([CH3:41])[C:33]3[N:34]([CH3:38])[C:35](=[O:37])[O:36][C:32]=3[CH:31]=2)=[O:29])[CH:23]=1.CCN(C(C)C)C(C)C, predict the reaction product. The product is: [CH3:38][N:34]1[C:33]2[C:39]([CH3:41])=[CH:40][C:30]([C:28]([C:24]3[N:25]=[CH:26][N:27]=[C:22]([N:17]4[CH2:18][CH2:19][CH:14]([N:10]5[CH2:9][CH2:8][C:7]6[CH:20]=[C:3]([O:2][CH3:1])[CH:4]=[CH:5][C:6]=6[NH:12][C:11]5=[O:13])[CH2:15][CH2:16]4)[CH:23]=3)=[O:29])=[CH:31][C:32]=2[O:36][C:35]1=[O:37]. (7) The product is: [OH:12][C:13]1[CH:21]=[CH:20][C:16]([C:17]2[S:18][C:6]3[CH2:5][CH:4]([C:8]([O:10][CH2:11][CH3:22])=[O:9])[CH2:3][C:2]=3[N:19]=2)=[CH:15][CH:14]=1. Given the reactants Br[CH:2]1[C:6](=O)[CH2:5][CH:4]([C:8]([O:10][CH3:11])=[O:9])[CH2:3]1.[OH:12][C:13]1[CH:21]=[CH:20][C:16]([C:17]([NH2:19])=[S:18])=[CH:15][CH:14]=1.[CH2:22](O)C, predict the reaction product.